From a dataset of Catalyst prediction with 721,799 reactions and 888 catalyst types from USPTO. Predict which catalyst facilitates the given reaction. (1) Reactant: [Cl:1][C:2]1[CH:7]=[CH:6][C:5]([C:8]2[N:13]=[C:12]3[C:14](=[O:18])O[C:16](=[O:17])[C:11]3=[N:10][C:9]=2[C:19]2[CH:24]=[CH:23][C:22]([Cl:25])=[CH:21][CH:20]=2)=[CH:4][CH:3]=1.[N:26]1[CH:31]=[CH:30][C:29]([CH2:32][NH2:33])=[CH:28][CH:27]=1.CN(C=O)C.S(Cl)(Cl)=O. Product: [Cl:25][C:22]1[CH:23]=[CH:24][C:19]([C:9]2[N:10]=[C:11]3[C:16](=[O:17])[N:33]([CH2:32][C:29]4[CH:30]=[CH:31][N:26]=[CH:27][CH:28]=4)[C:14](=[O:18])[C:12]3=[N:13][C:8]=2[C:5]2[CH:4]=[CH:3][C:2]([Cl:1])=[CH:7][CH:6]=2)=[CH:20][CH:21]=1. The catalyst class is: 2. (2) Reactant: [Cl:1][C:2]1[CH:7]=[CH:6][C:5]([CH3:8])=[CH:4][C:3]=1[C:9]1[CH:14]=[CH:13][CH:12]=[CH:11][CH:10]=1.C1C(=O)N([Br:22])C(=O)C1.CC(N=NC(C#N)(C)C)(C#N)C. Product: [Br:22][CH2:8][C:5]1[CH:6]=[CH:7][C:2]([Cl:1])=[C:3]([C:9]2[CH:10]=[CH:11][CH:12]=[CH:13][CH:14]=2)[CH:4]=1. The catalyst class is: 53. (3) Reactant: [Br:1][C:2]1[CH:3]=[C:4]([CH:7]=[CH:8][C:9]=1[O:10][C:11]1[CH:16]=[CH:15][C:14]([CH:17]=[O:18])=[CH:13][N:12]=1)[C:5]#[N:6].C(=O)([O-])[O-:20].[K+].[K+].OO.O. Product: [Br:1][C:2]1[CH:3]=[C:4]([CH:7]=[CH:8][C:9]=1[O:10][C:11]1[CH:16]=[CH:15][C:14]([CH:17]=[O:18])=[CH:13][N:12]=1)[C:5]([NH2:6])=[O:20]. The catalyst class is: 16. (4) Reactant: N([O-])=O.[Na+].N[C:6]1[N:11]=[CH:10][C:9]([C:12]2[CH:13]=[N:14][C:15]([NH:27][C:28]([NH:30][CH2:31][CH3:32])=[O:29])=[CH:16][C:17]=2[C:18]2[S:19][CH:20]=[C:21]([C:23]([F:26])([F:25])[F:24])[N:22]=2)=[CH:8][C:7]=1[C:33]1[O:34][C:35]([CH3:38])=[N:36][N:37]=1.S(=O)(=O)(O)[OH:40].[OH2:44]. Product: [C:35]([NH:36][NH:37][C:33]([C:7]1[C:6](=[O:40])[NH:11][CH:10]=[C:9]([C:12]2[C:17]([C:18]3[S:19][CH:20]=[C:21]([C:23]([F:24])([F:25])[F:26])[N:22]=3)=[CH:16][C:15]([NH:27][C:28]([NH:30][CH2:31][CH3:32])=[O:29])=[N:14][CH:13]=2)[CH:8]=1)=[O:34])(=[O:44])[CH3:38]. The catalyst class is: 389. (5) Reactant: [CH2:1]([O:3][C:4]([C:6]1[S:10][C:9](Br)=[N:8][C:7]=1[C:12]([F:15])([F:14])[F:13])=[O:5])[CH3:2].C([Sn](CCCC)(CCCC)[C:21]1[N:26]=[CH:25][CH:24]=[CH:23][N:22]=1)CCC.[F-].[K+].CCOC(C)=O. Product: [CH2:1]([O:3][C:4]([C:6]1[S:10][C:9]([C:21]2[N:26]=[CH:25][CH:24]=[CH:23][N:22]=2)=[N:8][C:7]=1[C:12]([F:15])([F:14])[F:13])=[O:5])[CH3:2]. The catalyst class is: 184.